Dataset: Reaction yield outcomes from USPTO patents with 853,638 reactions. Task: Predict the reaction yield, written as a fraction of the theoretical maximum amount of product (1.0 means a 100% yield; for example, 0.34 means a 34% yield). The reactants are [CH3:1][C:2]([C:6]1[CH:11]=[CH:10][C:9]([N+:12]([O-:14])=[O:13])=[CH:8][CH:7]=1)([CH3:5])[C:3]#[N:4].Cl.[OH-].[Na+]. The catalyst is C1COCC1. The product is [CH3:5][C:2]([C:6]1[CH:11]=[CH:10][C:9]([N+:12]([O-:14])=[O:13])=[CH:8][CH:7]=1)([CH3:1])[CH2:3][NH2:4]. The yield is 0.900.